Predict the product of the given reaction. From a dataset of Forward reaction prediction with 1.9M reactions from USPTO patents (1976-2016). (1) Given the reactants [CH:1](NC(C)C)(C)C.[Li]CCCC.[Li+].CC([N-]C(C)C)C.[C:21]([O:25][C:26]([N:28]1[CH2:32][CH:31]([O:33][CH2:34][C:35]2[CH:40]=[CH:39][CH:38]=[CH:37][CH:36]=2)[CH2:30][C@@H:29]1[C:41]([OH:43])=[O:42])=[O:27])([CH3:24])([CH3:23])[CH3:22].CI, predict the reaction product. The product is: [C:21]([O:25][C:26]([N:28]1[CH2:32][CH:31]([O:33][CH2:34][C:35]2[CH:36]=[CH:37][CH:38]=[CH:39][CH:40]=2)[CH2:30][C:29]1([CH3:1])[C:41]([OH:43])=[O:42])=[O:27])([CH3:24])([CH3:22])[CH3:23]. (2) Given the reactants [C:1]([O:5][C:6]([NH:8][C@@H:9]1[C@H:14]([NH:15][C:16]2[N:21]=[C:20](Cl)[C:19]3[C:23](=[O:33])[N:24]([C:26]([O:28][C:29]([CH3:32])([CH3:31])[CH3:30])=[O:27])[CH2:25][C:18]=3[C:17]=2[F:34])[CH2:13][CH2:12][O:11][CH2:10]1)=[O:7])([CH3:4])([CH3:3])[CH3:2].[F:35][C:36]1[CH:37]=[C:38](B2OC(C)(C)C(C)(C)O2)[S:39][CH:40]=1.P([O-])([O-])([O-])=O.[K+].[K+].[K+], predict the reaction product. The product is: [C:1]([O:5][C:6]([NH:8][C@@H:9]1[C@H:14]([NH:15][C:16]2[N:21]=[C:20]([C:38]3[S:39][CH:40]=[C:36]([F:35])[CH:37]=3)[C:19]3[C:23](=[O:33])[N:24]([C:26]([O:28][C:29]([CH3:32])([CH3:31])[CH3:30])=[O:27])[CH2:25][C:18]=3[C:17]=2[F:34])[CH2:13][CH2:12][O:11][CH2:10]1)=[O:7])([CH3:4])([CH3:3])[CH3:2].